Task: Predict the product of the given reaction.. Dataset: Forward reaction prediction with 1.9M reactions from USPTO patents (1976-2016) (1) Given the reactants [Cl:1][C:2]1[CH:3]=[CH:4][C:5]([OH:11])=[C:6]([C:8](=[O:10])[CH3:9])[CH:7]=1.N1[CH2:16][CH2:15][CH2:14][CH2:13]1.C1(=O)CCC1, predict the reaction product. The product is: [Cl:1][C:2]1[CH:7]=[C:6]2[C:5](=[CH:4][CH:3]=1)[O:11][C:13]1([CH2:16][CH2:15][CH2:14]1)[CH2:9][C:8]2=[O:10]. (2) Given the reactants [CH2:1]([C:3]1[CH:8]=[CH:7][C:6]([CH:9]2[CH2:14][N:13]([C:15]([N:17]3[CH2:21][CH2:20][CH2:19][CH2:18]3)=[O:16])[CH2:12][CH:11]([C:22](O)=[O:23])[CH2:10]2)=[CH:5][CH:4]=1)[CH3:2].[F:25][C:26]1[CH:31]=[CH:30][CH:29]=[CH:28][C:27]=1[C:32](=[N:34]O)[NH2:33], predict the reaction product. The product is: [CH2:1]([C:3]1[CH:4]=[CH:5][C:6]([CH:9]2[CH2:10][CH:11]([C:22]3[O:23][N:34]=[C:32]([C:27]4[CH:28]=[CH:29][CH:30]=[CH:31][C:26]=4[F:25])[N:33]=3)[CH2:12][N:13]([C:15]([N:17]3[CH2:21][CH2:20][CH2:19][CH2:18]3)=[O:16])[CH2:14]2)=[CH:7][CH:8]=1)[CH3:2].